From a dataset of HIV replication inhibition screening data with 41,000+ compounds from the AIDS Antiviral Screen. Binary Classification. Given a drug SMILES string, predict its activity (active/inactive) in a high-throughput screening assay against a specified biological target. (1) The compound is O=S(=O)(O)c1cc(N=Nc2ccc(C=Cc3ccc(N=Nc4cc(S(=O)(=O)O)c5cccnc5c4O)cc3)cc2)c(O)c2ncccc12.[NaH]. The result is 1 (active). (2) The molecule is Cc1ncc(CO)c(CO)c1OCC(O)CN1CCN(C(=O)c2ccccc2)CC1.O=C(O)C(=O)O. The result is 0 (inactive). (3) The compound is c1ccc(CN2CCc3[nH]c4ccccc4c3C2)cc1. The result is 0 (inactive). (4) The compound is CCNc1cc2c(cc1O)CCC1C2CCC2(C)C(O)CCC12. The result is 0 (inactive).